The task is: Regression. Given a peptide amino acid sequence and an MHC pseudo amino acid sequence, predict their binding affinity value. This is MHC class II binding data.. This data is from Peptide-MHC class II binding affinity with 134,281 pairs from IEDB. (1) The peptide sequence is DVCGMFTNRSGSQQWR. The MHC is HLA-DQA10101-DQB10501 with pseudo-sequence HLA-DQA10101-DQB10501. The binding affinity (normalized) is 0. (2) The peptide sequence is SERPAIVPPADKYRT. The MHC is HLA-DPA10201-DPB11401 with pseudo-sequence HLA-DPA10201-DPB11401. The binding affinity (normalized) is 0.157. (3) The peptide sequence is VNYWFAPGAAAAPLS. The MHC is HLA-DPA10103-DPB10401 with pseudo-sequence HLA-DPA10103-DPB10401. The binding affinity (normalized) is 0.0888. (4) The peptide sequence is APQLPDDLMIRVIAQ. The MHC is DRB1_1201 with pseudo-sequence DRB1_1201. The binding affinity (normalized) is 0.167. (5) The peptide sequence is LMMLVSVAGRV. The MHC is DRB4_0103 with pseudo-sequence DRB4_0103. The binding affinity (normalized) is 0.744. (6) The peptide sequence is GPVFTFLAYLVLDPL. The MHC is HLA-DQA10501-DQB10201 with pseudo-sequence HLA-DQA10501-DQB10201. The binding affinity (normalized) is 0.785. (7) The peptide sequence is YDKFLADVSTVLTGK. The MHC is DRB1_1302 with pseudo-sequence DRB1_1302. The binding affinity (normalized) is 0.531.